From a dataset of Full USPTO retrosynthesis dataset with 1.9M reactions from patents (1976-2016). Predict the reactants needed to synthesize the given product. (1) The reactants are: [CH3:1][O:2][C:3]1[CH:8]=[CH:7][CH:6]=[CH:5][C:4]=1[CH:9]=[CH:10][C:11]1[NH:12][CH:13]=[CH:14][CH:15]=1.Br[CH2:17][CH2:18][O:19][Si:20]([C:23]([CH3:26])([CH3:25])[CH3:24])([CH3:22])[CH3:21]. Given the product [Si:20]([O:19][CH2:18][CH2:17][N:12]1[CH:13]=[CH:14][CH:15]=[C:11]1[CH:10]=[CH:9][C:4]1[CH:5]=[CH:6][CH:7]=[CH:8][C:3]=1[O:2][CH3:1])([C:23]([CH3:26])([CH3:25])[CH3:24])([CH3:22])[CH3:21], predict the reactants needed to synthesize it. (2) Given the product [C:7]([C:9]1[C:17]2[C:12](=[CH:13][CH:14]=[CH:15][CH:16]=2)[N:11]([C:18]2[C:19]3[CH:26]=[CH:25][N:24]([CH3:27])[C:20]=3[N:21]=[CH:22][N:23]=2)[CH:10]=1)([OH:8])=[O:6], predict the reactants needed to synthesize it. The reactants are: O.[OH-].[Li+].O.C[O:6][C:7]([C:9]1[C:17]2[C:12](=[CH:13][CH:14]=[CH:15][CH:16]=2)[N:11]([C:18]2[C:19]3[CH:26]=[CH:25][N:24]([CH3:27])[C:20]=3[N:21]=[CH:22][N:23]=2)[CH:10]=1)=[O:8]. (3) Given the product [C:12]([C:16]1[CH:17]=[CH:18][C:19]([C@@H:22]([OH:46])[C:23]2[C:24]([C:39]3[CH:40]=[CH:41][C:42]([F:45])=[CH:43][CH:44]=3)=[C:25]3[C:30](=[CH:31][C:32]=2[CH:33]([CH3:35])[CH3:34])[O:29][C:28]([CH3:36])([CH3:37])[CH2:27][C@@H:26]3[OH:38])=[CH:20][CH:21]=1)([CH3:14])([CH3:15])[CH3:13], predict the reactants needed to synthesize it. The reactants are: N[C@@H]1C2C(=CC=CC=2)C[C@@H]1O.[C:12]([C:16]1[CH:21]=[CH:20][C:19]([CH:22]([OH:46])[C:23]2[C:24]([C:39]3[CH:44]=[CH:43][C:42]([F:45])=[CH:41][CH:40]=3)=[C:25]3[C:30](=[CH:31][C:32]=2[CH:33]([CH3:35])[CH3:34])[O:29][C:28]([CH3:37])([CH3:36])[CH2:27][C:26]3=[O:38])=[CH:18][CH:17]=1)([CH3:15])([CH3:14])[CH3:13].CO. (4) Given the product [CH3:19][O:20][C:21]1[CH:22]=[CH:23][C:24]([CH2:25][NH:26][C:27](=[O:33])[CH:28]([CH3:32])[C:29]([NH:1][CH:2]2[C:8](=[O:9])[N:7]([CH3:10])[C:6]3[CH:11]=[CH:12][CH:13]=[CH:14][C:5]=3[C:4]3[CH:15]=[CH:16][CH:17]=[CH:18][C:3]2=3)=[O:30])=[CH:34][CH:35]=1, predict the reactants needed to synthesize it. The reactants are: [NH2:1][CH:2]1[C:8](=[O:9])[N:7]([CH3:10])[C:6]2[CH:11]=[CH:12][CH:13]=[CH:14][C:5]=2[C:4]2[CH:15]=[CH:16][CH:17]=[CH:18][C:3]1=2.[CH3:19][O:20][C:21]1[CH:35]=[CH:34][C:24]([CH2:25][NH:26][C:27](=[O:33])[CH:28]([CH3:32])[C:29](O)=[O:30])=[CH:23][CH:22]=1. (5) Given the product [CH:1]1([C:6]([C:12]2[CH:13]=[N:14][CH:15]=[CH:16][CH:17]=2)([CH3:11])[C:7]([O:9][CH:10]2[CH2:24][CH2:23][N:22]([CH3:25])[CH2:21][CH2:20]2)=[O:8])[CH2:5][CH2:4][CH2:3][CH2:2]1, predict the reactants needed to synthesize it. The reactants are: [CH:1]1([C:6]([C:12]2[CH:13]=[N:14][CH:15]=[CH:16][CH:17]=2)([CH3:11])[C:7]([O:9][CH3:10])=[O:8])[CH2:5][CH2:4][CH2:3][CH2:2]1.OC1[CH2:24][CH2:23][N:22]([CH3:25])[CH2:21][CH2:20]1.